From a dataset of Drug-target binding data from BindingDB using IC50 measurements. Regression. Given a target protein amino acid sequence and a drug SMILES string, predict the binding affinity score between them. We predict pIC50 (pIC50 = -log10(IC50 in M); higher means more potent). Dataset: bindingdb_ic50. (1) The compound is C=CC(=O)NCCCC[C@H](NC(=O)OCc1ccccc1)C(=O)NCC(=O)OC(C)(C)C. The target protein (O95932) has sequence MAGIRVTKVDWQRSRNGAAHHTQEYPCPELVVRRGQSFSLTLELSRALDCEEILIFTMETGPRASEALHTKAVFQTSELERGEGWTAAREAQMEKTLTVSLASPPSAVIGRYLLSIRLSSHRKHSNRRLGEFVLLFNPWCAEDDVFLASEEERQEYVLSDSGIIFRGVEKHIRAQGWNYGQFEEDILNICLSILDRSPGHQNNPATDVSCRHNPIYVTRVISAMVNSNNDRGVVQGQWQGKYGGGTSPLHWRGSVAILQKWLKGRYKPVKYGQCWVFAGVLCTVLRCLGIATRVVSNFNSAHDTDQNLSVDKYVDSFGRTLEDLTEDSMWNFHVWNESWFARQDLGPSYNGWQVLDATPQEESEGVFRCGPASVTAIREGDVHLAHDGPFVFAEVNADYITWLWHEDESRERVYSNTKKIGRCISTKAVGSDSRVDITDLYKYPEGSRKERQVYSKAVNRLFGVEASGRRIWIRRAGGRCLWRDDLLEPATKPSIAGKFK.... The pIC50 is 4.1. (2) The small molecule is O=[N+]([O-])c1ccc(CN=Nc2nc3ccccc3[nH]2)cc1. The target protein sequence is MMLNKKVVALCTLTLHLFCIFLCLGKEVRSEENGKIQDDAKKIVSELRFLEKVEDVIEKSNIGGNEVDADENSFNPDTEVPIEEIEEIKMRELKDVKEEKNKNDNHNNNNNNNNISSSSSSSSNTFGEEKEEVSKKKKKLRLIVSENHATTPSFFQESLLEPDVLSFLESKGNLSNLKNINSMIIELKEDTTDDELISYIKILEEKGALIESDKLVSADNIDISGIKDAIRRGEENIDVNDYKSMLEVENDAEDYDKMFGMFNESHAATSKRKRHSTNERGYDTFSSPSYKTYSKSDYLYDDDNNNNNYYYSHSSNGHNSSSRNSSSSRSRPGKYHFNDEFRNLQWGLDLSRLDETQELINEHQVMSTRICVIDSGIDYNHPDLKDNIELNLKELHGRKGFDDDNNGIVDDIYGANFVNNSGNPMDDNYHGTHVSGIISAIGNNNIGVVGVDVNSKLIICKALDEHKLGRLGDMFKCLDYCISRNAHMINGSFSFDEYSG.... The pIC50 is 4.3. (3) The compound is CC(O)c1cc(C(=O)N[C@@H](C)Cn2ccc(-c3ccc(C#N)c(Cl)c3)n2)no1. The target protein sequence is MEVQLGLGRVYPRPPSKTYRGAFQNLFQSVREVIQNPGPRHPEAASAAPPGASLLLLQQQQQQQQQQQQQQQQQQQQQETSPRQQQQQQGEDGSPQAHRRGPTGYLVLDEEQQPSQPQSALECHPERGCVPEPGAAVAASKGLPQQLPAPPDEDDSAAPSTLSLLGPTFPGLSSCSADLKDILSEASTMQLLQQQQQEAVSEGSSSGRAREASGAPTSSKDNYLGGTSTISDNAKELCKAVSVSMGLGVEALEHLSPGEQLRGDCMYAPLLGVPPAVRPTPCAPLAECKGSLLDDSAGKSTEDTAEYSPFKGGYTKGLEGESLGCSGSAAAGSSGTLELPSTLSLYKSGALDEAAAYQSRDYYNFPLALAGPPPPPPPPHPHARIKLENPLDYGSAWAAAAAQCRYGDLASLHGAGAAGPGSGSPSAAASSSWHTLFTAEEGQLYGPCGGGGGGGGGGGGGGGGGGGGGGGGEAGAVAPYGYTRPPQGLAGQESDFTAPD.... The pIC50 is 6.9. (4) The drug is OC[C@H]1OC(n2cnc3c(Nc4ccc(I)cc4)ncnc32)[C@H](O)[C@@H]1O. The target protein (P49892) has sequence MAQSVTAFQAAYISIEVLIALVSVPGNILVIWAVKMNQALRDATFCFIVSLAVADVAVGALVIPLAIIINIGPQTEFYSCLMMACPVLILTESSILALLAIAVDRYLRVKIPVRYKSVVTPRRAAVAIACCWIVSFLVGLTPMFGWNNLNKVLGTRDLNVSHSEFVIKCQFETVISMEYMVYFNFFVWVLPPLLLMLLIYLEVFNLIRTQLNKKVSSSSNDPQKYYGKELKIAKSLALVLFLFALSWLPLHILNCITLFCPSCKTPHILTYIAIFLTHGNSAMNPIVYAFRIKKFRTAFLQIWNQYFCCKTNKSSSSSTAETVN. The pIC50 is 8.1. (5) The compound is O=C1NC(=O)c2c1c1c3ccc(O)cc3[nH]c1c1[nH]c3cc(O)ccc3c21. The target protein (P08151) has sequence MFNSMTPPPISSYGEPCCLRPLPSQGAPSVGTEGLSGPPFCHQANLMSGPHSYGPARETNSCTEGPLFSSPRSAVKLTKKRALSISPLSDASLDLQTVIRTSPSSLVAFINSRCTSPGGSYGHLSIGTMSPSLGFPAQMNHQKGPSPSFGVQPCGPHDSARGGMIPHPQSRGPFPTCQLKSELDMLVGKCREEPLEGDMSSPNSTGIQDPLLGMLDGREDLEREEKREPESVYETDCRWDGCSQEFDSQEQLVHHINSEHIHGERKEFVCHWGGCSRELRPFKAQYMLVVHMRRHTGEKPHKCTFEGCRKSYSRLENLKTHLRSHTGEKPYMCEHEGCSKAFSNASDRAKHQNRTHSNEKPYVCKLPGCTKRYTDPSSLRKHVKTVHGPDAHVTKRHRGDGPLPRAPSISTVEPKREREGGPIREESRLTVPEGAMKPQPSPGAQSSCSSDHSPAGSAANTDSGVEMTGNAGGSTEDLSSLDEGPCIAGTGLSTLRRLEN.... The pIC50 is 5.7. (6) The drug is CC(=O)N[C@@H](Cc1ccccc1)C(=O)N[C@H](C(=O)N[C@@H](CC(C)C)C(=O)N[C@@H](CC(=O)O)C(=O)N[C@@H](C)C(=O)N[C@@H](CCC(=O)O)C(=O)N[C@@H](Cc1ccccc1)C(=O)O)[C@H](C)O. The target protein (P07742) has sequence MHVIKRDGRQERVMFDKITSRIQKLCYGLNMDFVDPAQITMKVIQGLYSGVTTVELDTLAAETAATLTTKHPDYAILAARIAVSNLHKETKKVFSDVMEDLYNYINPHNGRHSPMVASSTLDIVMANKDRLNSAIIYDRDFSYNYFGFKTLERSYLLKINGKVAERPQHMLMRVSVGIHKEDIDAAIETYNLLSEKWFTHASPTLFNAGTNRPQLSSCFLLSMKDDSIEGIYDTLKQCALISKSAGGIGVAVSCIRATGSYIAGTNGNSNGLVPMLRVYNNTARYVDQGGNKRPGAFAIYLEPWHLDIFEFLDLKKNTGKEEQRARDLFFALWIPDLFMKRVETNQDWSLMCPNECPGLDEVWGEEFEKLYESYEKQGRVRKVVKAQQLWYAIIESQTETGTPYMLYKDSCNRKSNQQNLGTIKCSNLCTEIVEYTSKDEVAVCNLASLALNMYVTPEHTYDFEKLAEVTKVIVRNLNKIIDINYYPIPEAHLSNKRHRP.... The pIC50 is 3.4. (7) The compound is COc1ccc2c(c1)C1CC13Cn1c-2c(C2CCCCC2)c2ccc(cc21)C(=O)NS(=O)(=O)N(C)CCCCNC3=O. The target protein sequence is SMSYTWTGALITPCAAEESKLPINPLSNSLLRHHNMVYATTSRSASLRQKKVTFDRLQVLDDHYRDVLKEMKAKASTVKAKLLSIEEACKLTPPHSAKSKFGYGAKDVRNLSSRAVNHIRSVWEDLLEDTETPIDTTIMAKSEVFCVQPEKGGRKPARLIVFPDLGVRVCEKMALYDVVSTLPQAVMGSSYGFQYSPKQRVEFLVNTWKSKKCPMGFSYDTRCFDSTVTESDIRVEESIYQCCDLAPEARQAIRSLTERLYIGGPLTNSKGQNCGYRRCRASGVLTTSCGNTLTCYLKATAACRAAKLQDCTMLVNGDDLVVICESAGTQEDAAALRAFTEAMTRYSAPPGDPPQPEYDLELITSCSSNVSVAHDASGKRVYYLTRDPTTPLARAAWETARHTPINSWLGNIIMYAPTLWARMILMTHFFSILLAQEQLEKALDCQIYGACYSIEPLDLPQIIERLHGLSAFTLHSYSPGEINRVASCLRKLGVPPLRTW.... The pIC50 is 6.5. (8) The compound is CC(=O)Oc1ccc2[nH]c3c(c2c1)CCNC3C(=O)O. The target protein (P49137) has sequence MLSNSQGQSPPVPFPAPAPPPQPPTPALPHPPAQPPPPPPQQFPQFHVKSGLQIKKNAIIDDYKVTSQVLGLGINGKVLQIFNKRTQEKFALKMLQDCPKARREVELHWRASQCPHIVRIVDVYENLYAGRKCLLIVMECLDGGELFSRIQDRGDQAFTEREASEIMKSIGEAIQYLHSINIAHRDVKPENLLYTSKRPNAILKLTDFGFAKETTSHNSLTTPCYTPYYVAPEVLGPEKYDKSCDMWSLGVIMYILLCGYPPFYSNHGLAISPGMKTRIRMGQYEFPNPEWSEVSEEVKMLIRNLLKTEPTQRMTITEFMNHPWIMQSTKVPQTPLHTSRVLKEDKERWEDVKEEMTSALATMRVDYEQIKIKKIEDASNPLLLKRRKKARALEAAALAH. The pIC50 is 3.8.